From a dataset of Catalyst prediction with 721,799 reactions and 888 catalyst types from USPTO. Predict which catalyst facilitates the given reaction. (1) Product: [Br:10][C:11]1[CH:16]=[CH:15][C:6]([CH3:7])=[C:13]2[C:12]=1[NH:18][CH:17]=[CH:14]2. Reactant: O1CCCC1.[CH:6]([Mg]Br)=[CH2:7].[Br:10][C:11]1[CH:16]=[CH:15][C:14]([CH3:17])=[CH:13][C:12]=1[N+:18]([O-])=O.[Cl-].[NH4+]. The catalyst class is: 13. (2) Reactant: [O:1]=[C:2]1[CH:8](C(OCC)=O)[CH:7]([C:14]2[CH:19]=[CH:18][CH:17]=[CH:16][CH:15]=2)[CH2:6][C:5]2[CH:20]=[CH:21][CH:22]=[CH:23][C:4]=2[NH:3]1.NC1C=CC(S)=CC=1.[Li+].[Br-]. Product: [C:14]1([CH:7]2[CH2:6][C:5]3[CH:20]=[CH:21][CH:22]=[CH:23][C:4]=3[NH:3][C:2](=[O:1])[CH2:8]2)[CH:15]=[CH:16][CH:17]=[CH:18][CH:19]=1. The catalyst class is: 517. (3) Reactant: [CH3:1][O:2][C:3]([C:5]1[CH:14]=[C:13]2[C:8]([CH:9]=[CH:10][C:11]([C:15]([F:18])([F:17])[F:16])=[N:12]2)=[C:7]([OH:19])[CH:6]=1)=[O:4].[N+:20]([O-])([OH:22])=[O:21].CCCCCC.C(OCC)(=O)C. Product: [CH3:1][O:2][C:3]([C:5]1[CH:14]=[C:13]2[C:8]([CH:9]=[CH:10][C:11]([C:15]([F:18])([F:16])[F:17])=[N:12]2)=[C:7]([OH:19])[C:6]=1[N+:20]([O-:22])=[O:21])=[O:4]. The catalyst class is: 65. (4) Reactant: C(N(CC)CC)C.[Br:8][C:9]1[CH:10]=[C:11]([CH:14]=[CH:15][CH:16]=1)[CH2:12]Br.[CH3:17][N:18]([CH2:36][CH2:37][C:38]1[CH:43]=[CH:42][CH:41]=[CH:40][N:39]=1)[CH2:19][CH2:20][CH2:21][N:22]1[C:26]2[CH:27]=[CH:28][C:29]([C:31]([O:33][CH3:34])=[O:32])=[CH:30][C:25]=2[NH:24][C:23]1=[S:35]. Product: [Br:8][C:9]1[CH:10]=[C:11]([CH:14]=[CH:15][CH:16]=1)[CH2:12][S:35][C:23]1[N:22]([CH2:21][CH2:20][CH2:19][N:18]([CH3:17])[CH2:36][CH2:37][C:38]2[CH:43]=[CH:42][CH:41]=[CH:40][N:39]=2)[C:26]2[CH:27]=[CH:28][C:29]([C:31]([O:33][CH3:34])=[O:32])=[CH:30][C:25]=2[N:24]=1. The catalyst class is: 355. (5) Reactant: Cl[C:2]1[C:9]([N+:10]([O-:12])=[O:11])=[CH:8][C:5]([C:6]#[N:7])=[CH:4][C:3]=1[N+:13]([O-:15])=[O:14].[NH2:16][C:17]1[CH:22]=[CH:21][CH:20]=[CH:19][CH:18]=1. Product: [C:17]1([NH:16][C:2]2[C:9]([N+:10]([O-:12])=[O:11])=[CH:8][C:5]([C:6]#[N:7])=[CH:4][C:3]=2[N+:13]([O-:15])=[O:14])[CH:22]=[CH:21][CH:20]=[CH:19][CH:18]=1. The catalyst class is: 3. (6) Product: [C:6]([C:7]1[C:15]2[C:14]([N:16]3[C@@H:20]4[CH2:21][N:22]([C:25](=[O:27])[CH:35]=[CH2:36])[CH2:23][CH2:24][C@@H:19]4[CH2:18][CH2:17]3)=[N:13][CH:12]=[N:11][C:10]=2[NH:9][CH:8]=1)#[CH:5]. The catalyst class is: 41. Reactant: C[Si]([C:5]#[C:6][C:7]1[C:15]2[C:14]([N:16]3[C@@H:20]4[CH2:21][N:22]([C:25]([O:27]CC[Si](C)(C)C)=O)[CH2:23][CH2:24][C@@H:19]4[CH2:18][CH2:17]3)=[N:13][CH:12]=[N:11][C:10]=2[NH:9][CH:8]=1)(C)C.N1[C@@H]2CN(C(OCC[Si](C)(C)C)=O)CC[C@@H]2[CH2:36][CH2:35]1.CCN(C(C)C)C(C)C.ClC1C2C(C#C[Si](C)(C)C)=CNC=2N=CN=1.